From a dataset of NCI-60 drug combinations with 297,098 pairs across 59 cell lines. Regression. Given two drug SMILES strings and cell line genomic features, predict the synergy score measuring deviation from expected non-interaction effect. (1) Drug 1: CC12CCC3C(C1CCC2=O)CC(=C)C4=CC(=O)C=CC34C. Drug 2: COC1=CC(=CC(=C1O)OC)C2C3C(COC3=O)C(C4=CC5=C(C=C24)OCO5)OC6C(C(C7C(O6)COC(O7)C8=CC=CS8)O)O. Cell line: ACHN. Synergy scores: CSS=73.4, Synergy_ZIP=5.58, Synergy_Bliss=4.29, Synergy_Loewe=-3.89, Synergy_HSA=8.66. (2) Drug 1: C1=CC(=CC=C1CCCC(=O)O)N(CCCl)CCCl. Drug 2: COCCOC1=C(C=C2C(=C1)C(=NC=N2)NC3=CC=CC(=C3)C#C)OCCOC.Cl. Cell line: MOLT-4. Synergy scores: CSS=62.2, Synergy_ZIP=9.41, Synergy_Bliss=8.45, Synergy_Loewe=5.28, Synergy_HSA=7.72. (3) Drug 2: CN(CCCl)CCCl.Cl. Drug 1: C1=CN(C(=O)N=C1N)C2C(C(C(O2)CO)O)O.Cl. Cell line: SF-268. Synergy scores: CSS=6.55, Synergy_ZIP=-3.71, Synergy_Bliss=0.878, Synergy_Loewe=-0.0875, Synergy_HSA=2.15. (4) Drug 1: CCCCC(=O)OCC(=O)C1(CC(C2=C(C1)C(=C3C(=C2O)C(=O)C4=C(C3=O)C=CC=C4OC)O)OC5CC(C(C(O5)C)O)NC(=O)C(F)(F)F)O. Drug 2: COCCOC1=C(C=C2C(=C1)C(=NC=N2)NC3=CC=CC(=C3)C#C)OCCOC.Cl. Cell line: OVCAR3. Synergy scores: CSS=33.6, Synergy_ZIP=2.18, Synergy_Bliss=6.36, Synergy_Loewe=-4.00, Synergy_HSA=3.14.